Dataset: Catalyst prediction with 721,799 reactions and 888 catalyst types from USPTO. Task: Predict which catalyst facilitates the given reaction. (1) Reactant: [N:1]([C@@H:4]1[C@@H:9]([OH:10])[CH2:8][CH2:7][C@@H:6]([C:11]([O:13][CH2:14][CH3:15])=[O:12])[CH2:5]1)=[N+]=[N-].[C:16](O[C:16]([O:18][C:19]([CH3:22])([CH3:21])[CH3:20])=[O:17])([O:18][C:19]([CH3:22])([CH3:21])[CH3:20])=[O:17].[H][H]. Product: [C:19]([O:18][C:16]([NH:1][C@@H:4]1[C@@H:9]([OH:10])[CH2:8][CH2:7][C@@H:6]([C:11]([O:13][CH2:14][CH3:15])=[O:12])[CH2:5]1)=[O:17])([CH3:22])([CH3:21])[CH3:20]. The catalyst class is: 78. (2) Reactant: [NH2:1][C:2]1[CH:15]=[CH:14][C:13]([Cl:16])=[CH:12][C:3]=1[C:4]([C:6]1[CH:11]=[CH:10][CH:9]=[CH:8][CH:7]=1)=O.[C:17](#[N:21])[CH2:18][C:19]#[N:20].[O-]CC.[Na+]. Product: [NH2:21][C:17]1[C:18]([C:19]#[N:20])=[C:4]([C:6]2[CH:11]=[CH:10][CH:9]=[CH:8][CH:7]=2)[C:3]2[C:2](=[CH:15][CH:14]=[C:13]([Cl:16])[CH:12]=2)[N:1]=1. The catalyst class is: 8.